Task: Predict the product of the given reaction.. Dataset: Forward reaction prediction with 1.9M reactions from USPTO patents (1976-2016) (1) Given the reactants [Cl:1][C:2]1[CH:37]=[CH:36][C:5]([CH2:6][N:7]([CH2:28][C:29]2[CH:34]=[CH:33][C:32]([Cl:35])=[CH:31][CH:30]=2)[C:8](=[O:27])[CH2:9][O:10][C:11]2[CH:16]=[CH:15][C:14]([CH2:17][C@H:18]([O:24][CH2:25][CH3:26])[C:19]([O:21]CC)=[O:20])=[CH:13][CH:12]=2)=[CH:4][CH:3]=1.[Li+].[OH-], predict the reaction product. The product is: [Cl:1][C:2]1[CH:3]=[CH:4][C:5]([CH2:6][N:7]([CH2:28][C:29]2[CH:30]=[CH:31][C:32]([Cl:35])=[CH:33][CH:34]=2)[C:8](=[O:27])[CH2:9][O:10][C:11]2[CH:12]=[CH:13][C:14]([CH2:17][C@H:18]([O:24][CH2:25][CH3:26])[C:19]([OH:21])=[O:20])=[CH:15][CH:16]=2)=[CH:36][CH:37]=1. (2) Given the reactants [CH3:1][C:2]1[CH:7]=[C:6]([O:8][C:9]2[CH:16]=[CH:15][C:14]([I:17])=[CH:13][C:10]=2[CH:11]=O)[CH:5]=[C:4]([CH3:18])[N:3]=1.[CH3:19][Si:20]([CH3:27])([CH3:26])N[Si:20]([CH3:27])([CH3:26])[CH3:19].C([Li])CCC.C[Si](Cl)(C)C.[CH2:38]([N:40](CC)CC)[CH3:39].C(Cl)(=[O:47])C, predict the reaction product. The product is: [CH3:1][C:2]1[CH:7]=[C:6]([O:8][C:9]2[CH:16]=[CH:15][C:14]([I:17])=[CH:13][C:10]=2[CH:11]=[N:40][C:38]([O:47][Si:20]([CH3:27])([CH3:26])[CH3:19])=[CH2:39])[CH:5]=[C:4]([CH3:18])[N:3]=1. (3) Given the reactants [CH:1]1[C:6]([C:7]2[C:16](=[O:17])[C:15]3[C:14]([OH:18])=[CH:13][C:12]([OH:19])=[CH:11][C:10]=3[O:9][CH:8]=2)=[CH:5][CH:4]=[C:3]([OH:20])[CH:2]=1.[CH2:21]([OH:97])[C@H:22]1[O:27][C@@H:26]2[O:28][C@H:29]3[C@H:34]([OH:35])[C@@H:33]([OH:36])[C@@H:32]([O:37][C@H:38]4[C@H:43]([OH:44])[C@@H:42]([OH:45])[C@@H:41]([O:46][C@H:47]5[C@H:52]([OH:53])[C@@H:51]([OH:54])[C@@H:50]([O:55][C@H:56]6[C@H:61]([OH:62])[C@@H:60]([OH:63])[C@@H:59]([O:64][C@H:65]7[C@H:70]([OH:71])[C@@H:69]([OH:72])[C@@H:68]([O:73][C@H:74]8[C@H:80]([OH:81])[C@@H:79]([OH:82])[C@@H:77]([O:78][C@H:23]1[C@H:24]([OH:96])[C@H:25]2[OH:95])[O:76][C@@H:75]8[CH2:83][OH:84])[O:67][C@@H:66]7[CH2:85][OH:86])[O:58][C@@H:57]6[CH2:87][OH:88])[O:49][C@@H:48]5[CH2:89][OH:90])[O:40][C@@H:39]4[CH2:91][OH:92])[O:31][C@@H:30]3[CH2:93][OH:94].[NH2:98][C@H:99]([C:104]([OH:106])=[O:105])[CH2:100][CH2:101][S:102][CH3:103], predict the reaction product. The product is: [CH:5]1[C:6]([C:7]2[C:16](=[O:17])[C:15]3[C:14]([OH:18])=[CH:13][C:12]([OH:19])=[CH:11][C:10]=3[O:9][CH:8]=2)=[CH:1][CH:2]=[C:3]([OH:20])[CH:4]=1.[CH2:87]([OH:88])[C@H:57]1[O:58][C@@H:59]2[O:64][C@H:65]3[C@H:70]([OH:71])[C@@H:69]([OH:72])[C@@H:68]([O:73][C@H:74]4[C@H:80]([OH:81])[C@@H:79]([OH:82])[C@@H:77]([O:78][C@H:23]5[C@H:24]([OH:96])[C@@H:25]([OH:95])[C@@H:26]([O:28][C@H:29]6[C@H:34]([OH:35])[C@@H:33]([OH:36])[C@@H:32]([O:37][C@H:38]7[C@H:43]([OH:44])[C@@H:42]([OH:45])[C@@H:41]([O:46][C@H:47]8[C@H:52]([OH:53])[C@@H:51]([OH:54])[C@@H:50]([O:55][C@H:56]1[C@H:61]([OH:62])[C@H:60]2[OH:63])[O:49][C@@H:48]8[CH2:89][OH:90])[O:40][C@@H:39]7[CH2:91][OH:92])[O:31][C@@H:30]6[CH2:93][OH:94])[O:27][C@@H:22]5[CH2:21][OH:97])[O:76][C@@H:75]4[CH2:83][OH:84])[O:67][C@@H:66]3[CH2:85][OH:86].[NH2:98][C@H:99]([C:104]([OH:106])=[O:105])[CH2:100][CH2:101][S:102][CH3:103]. (4) Given the reactants C([N:3]([CH2:14][CH3:15])[C:4](=[O:13])[C:5]1[CH:10]=[CH:9][CH:8]=[C:7]([CH3:11])[C:6]=1[CH3:12])C.[Li]CCCC.C(C1[CH:39]=[CH:38][C:26]([C:27]([N:29]([CH3:37])[CH:30]2[CH2:35][CH2:34][N:33]([CH3:36])[CH2:32][CH2:31]2)=[O:28])=[CH:25][CH:24]=1)#N.O, predict the reaction product. The product is: [CH3:37][N:29]([CH:30]1[CH2:31][CH2:32][N:33]([CH3:36])[CH2:34][CH2:35]1)[C:27](=[O:28])[C:26]1[CH:38]=[CH:39][C:15]([C:14]2[NH:3][C:4](=[O:13])[C:5]3[C:6]([CH:12]=2)=[C:7]([CH3:11])[CH:8]=[CH:9][CH:10]=3)=[CH:24][CH:25]=1. (5) Given the reactants [ClH:1].[C:2]1([C:8]#[C:9][C:10]2[CH:11]=[C:12]([C:16]([N:18]3[CH2:23][CH2:22][CH:21]([C:24]4[CH:25]=[C:26]([CH:30]=[CH:31][CH:32]=4)[C:27]([NH2:29])=[NH:28])[CH2:20][CH2:19]3)=[O:17])[CH:13]=[N:14][CH:15]=2)[CH:7]=[CH:6][CH:5]=[CH:4][CH:3]=1, predict the reaction product. The product is: [ClH:1].[C:2]1([CH2:8][CH2:9][C:10]2[CH:11]=[C:12]([C:16]([N:18]3[CH2:19][CH2:20][CH:21]([C:24]4[CH:25]=[C:26]([CH:30]=[CH:31][CH:32]=4)[C:27]([NH2:29])=[NH:28])[CH2:22][CH2:23]3)=[O:17])[CH:13]=[N:14][CH:15]=2)[CH:3]=[CH:4][CH:5]=[CH:6][CH:7]=1. (6) Given the reactants [C:1]([C:5]1[CH:10]=[CH:9][C:8]([S:11]([NH:14][C:15]2[CH:16]=[CH:17][C:18]3[S:22][C:21]([C:23](O)=[O:24])=[C:20]([C:26]4[CH:31]=[CH:30][CH:29]=[CH:28][CH:27]=4)[C:19]=3[CH:32]=2)(=[O:13])=[O:12])=[CH:7][CH:6]=1)([CH3:4])([CH3:3])[CH3:2].[NH2:33][CH2:34][CH:35]([OH:37])[CH3:36], predict the reaction product. The product is: [OH:37][CH:35]([CH3:36])[CH2:34][NH:33][C:23]([C:21]1[S:22][C:18]2[CH:17]=[CH:16][C:15]([NH:14][S:11]([C:8]3[CH:9]=[CH:10][C:5]([C:1]([CH3:2])([CH3:3])[CH3:4])=[CH:6][CH:7]=3)(=[O:12])=[O:13])=[CH:32][C:19]=2[C:20]=1[C:26]1[CH:31]=[CH:30][CH:29]=[CH:28][CH:27]=1)=[O:24]. (7) Given the reactants [Cl:1][C:2]1[CH:31]=[CH:30][C:5]([CH2:6][N:7]2[C:15]3[C:10](=[CH:11][C:12](/[CH:16]=[C:17]4/[C:18](=[O:29])[N:19]([CH:23]5[CH2:28][CH2:27][NH:26][CH2:25][CH2:24]5)[C:20](=[O:22])[S:21]/4)=[CH:13][CH:14]=3)[CH:9]=[N:8]2)=[C:4]([C:32]([F:35])([F:34])[F:33])[CH:3]=1.[CH2:36](I)[CH3:37], predict the reaction product. The product is: [Cl:1][C:2]1[CH:31]=[CH:30][C:5]([CH2:6][N:7]2[C:15]3[C:10](=[CH:11][C:12](/[CH:16]=[C:17]4/[C:18](=[O:29])[N:19]([CH:23]5[CH2:28][CH2:27][N:26]([CH2:36][CH3:37])[CH2:25][CH2:24]5)[C:20](=[O:22])[S:21]/4)=[CH:13][CH:14]=3)[CH:9]=[N:8]2)=[C:4]([C:32]([F:35])([F:34])[F:33])[CH:3]=1. (8) Given the reactants [F:1][C:2]1[CH:3]=[C:4]([C:8]2[C:17]3[C:12](=[CH:13][C:14]([CH3:18])=[CH:15][CH:16]=3)[O:11][C:10](=[O:19])[CH:9]=2)[CH:5]=[CH:6][CH:7]=1.[Br:20]N1C(=O)CCC1=O.C(OOC(=O)C1C=CC=CC=1)(=O)C1C=CC=CC=1, predict the reaction product. The product is: [Br:20][CH2:18][C:14]1[CH:13]=[C:12]2[C:17]([C:8]([C:4]3[CH:5]=[CH:6][CH:7]=[C:2]([F:1])[CH:3]=3)=[CH:9][C:10](=[O:19])[O:11]2)=[CH:16][CH:15]=1. (9) Given the reactants C(CP(=O)(OCC)OCC)#N.[H-].[Na+].C[C@H]1[C@@H](C2N3C4C=CN(COCC[Si](C)(C)C)C=4N=CC3=NN=2)C[C@@H](C=O)C1.C[C@H]1[C@@H](C2N3C4C=CN(COCC[Si](C)(C)C)C=4N=CC3=NN=2)C[C@H](C=O)C1.[NH4+].[Cl-].[CH3:72][C@H:73]1[C@@H:77]([C:78]2[N:82]3[C:83]4[CH:89]=[CH:88][N:87]([CH2:90][O:91][CH2:92][CH2:93][Si:94]([CH3:97])([CH3:96])[CH3:95])[C:84]=4[N:85]=[CH:86][C:81]3=[N:80][N:79]=2)[CH2:76][C@@H:75]([CH:98]=[CH:99][C:100]#[N:101])[CH2:74]1.C[C@H]1[C@@H](C2N3C4C=CN(COCC[Si](C)(C)C)C=4N=CC3=NN=2)C[C@H](C=CC#N)C1, predict the reaction product. The product is: [CH3:72][CH:73]1[CH:77]([C:78]2[N:82]3[C:83]4[CH:89]=[CH:88][N:87]([CH2:90][O:91][CH2:92][CH2:93][Si:94]([CH3:96])([CH3:95])[CH3:97])[C:84]=4[N:85]=[CH:86][C:81]3=[N:80][N:79]=2)[CH2:76][CH:75]([CH:98]=[CH:99][C:100]#[N:101])[CH2:74]1. (10) Given the reactants [Br:1][C:2]1[CH:7]=[C:6]([F:8])[C:5]([F:9])=[CH:4][C:3]=1[C:10]1[N:14]([C:15]([CH3:18])([CH3:17])[CH3:16])[N:13]=[CH:12][C:11]=1[C@@H:19]([CH:21]1[CH2:23][CH2:22]1)[NH2:20].C(N(CC)CC)C.[F:31][C:32]([F:44])([F:43])[C:33]1[CH:38]=[CH:37][C:36]([S:39](Cl)(=[O:41])=[O:40])=[CH:35][CH:34]=1.S(Cl)(Cl)(=O)=O, predict the reaction product. The product is: [Br:1][C:2]1[CH:7]=[C:6]([F:8])[C:5]([F:9])=[CH:4][C:3]=1[C:10]1[N:14]([C:15]([CH3:18])([CH3:16])[CH3:17])[N:13]=[CH:12][C:11]=1[C@@H:19]([CH:21]1[CH2:23][CH2:22]1)[NH:20][S:39]([C:36]1[CH:35]=[CH:34][C:33]([C:32]([F:31])([F:43])[F:44])=[CH:38][CH:37]=1)(=[O:41])=[O:40].